From a dataset of Reaction yield outcomes from USPTO patents with 853,638 reactions. Predict the reaction yield, written as a fraction of the theoretical maximum amount of product (1.0 means a 100% yield; for example, 0.34 means a 34% yield). The reactants are [CH2:1]([O:8][C:9]1[C:10]([C:30]([NH:32][CH2:33][C:34]([O:36][CH2:37][CH3:38])=[O:35])=[O:31])=[N:11][C:12]([CH2:16][CH:17]2[CH2:22][CH2:21][N:20]([C:23]3[N:28]=[CH:27][C:26](Br)=[CH:25][N:24]=3)[CH2:19][CH2:18]2)=[N:13][C:14]=1[CH3:15])[C:2]1[CH:7]=[CH:6][CH:5]=[CH:4][CH:3]=1.[CH3:39][C:40]1[CH:45]=[CH:44][C:43](B(O)O)=[CH:42][CH:41]=1.O.P([O-])([O-])([O-])=O.[K+].[K+].[K+]. The catalyst is COCCOC.C1C=CC(P(C2C=CC=CC=2)[C-]2C=CC=C2)=CC=1.C1C=CC(P(C2C=CC=CC=2)[C-]2C=CC=C2)=CC=1.Cl[Pd]Cl.[Fe+2].ClCCl. The product is [CH2:1]([O:8][C:9]1[C:10]([C:30]([NH:32][CH2:33][C:34]([O:36][CH2:37][CH3:38])=[O:35])=[O:31])=[N:11][C:12]([CH2:16][CH:17]2[CH2:22][CH2:21][N:20]([C:23]3[N:28]=[CH:27][C:26]([C:43]4[CH:44]=[CH:45][C:40]([CH3:39])=[CH:41][CH:42]=4)=[CH:25][N:24]=3)[CH2:19][CH2:18]2)=[N:13][C:14]=1[CH3:15])[C:2]1[CH:7]=[CH:6][CH:5]=[CH:4][CH:3]=1. The yield is 0.730.